From a dataset of Forward reaction prediction with 1.9M reactions from USPTO patents (1976-2016). Predict the product of the given reaction. (1) Given the reactants Br[CH:2]1[CH2:6][CH2:5][N:4]([CH2:7][C:8]2[CH:13]=[CH:12][CH:11]=[CH:10][CH:9]=2)[C:3]1=[O:14].[CH3:15][O:16][C:17]1[CH:22]=[CH:21][C:20]([CH:23]2[CH2:28][CH2:27][NH:26][CH2:25][CH2:24]2)=[CH:19][CH:18]=1.CCN(C(C)C)C(C)C, predict the reaction product. The product is: [CH2:7]([N:4]1[CH2:5][CH2:6][CH:2]([N:26]2[CH2:27][CH2:28][CH:23]([C:20]3[CH:19]=[CH:18][C:17]([O:16][CH3:15])=[CH:22][CH:21]=3)[CH2:24][CH2:25]2)[C:3]1=[O:14])[C:8]1[CH:13]=[CH:12][CH:11]=[CH:10][CH:9]=1. (2) Given the reactants [N:1]1[C:10]2[CH2:9][CH2:8][CH:7]=[C:6]([C:11]3[CH:18]=[CH:17][C:14]([C:15]#[N:16])=[CH:13][CH:12]=3)[C:5]=2[CH:4]=[N:3][CH:2]=1, predict the reaction product. The product is: [N:1]1[C:10]2[CH2:9][CH2:8][CH2:7][CH:6]([C:11]3[CH:12]=[CH:13][C:14]([C:15]#[N:16])=[CH:17][CH:18]=3)[C:5]=2[CH:4]=[N:3][CH:2]=1. (3) Given the reactants [CH3:1][C:2]([C:7]1[O:11][N:10]=[C:9]([CH3:12])[N:8]=1)([CH3:6])[C:3](=[O:5])[CH3:4].C(O[CH:18](N(C)C)[N:19]([CH3:21])[CH3:20])(C)(C)C, predict the reaction product. The product is: [CH3:18][N:19]([CH3:21])[CH:20]=[CH:4][C:3](=[O:5])[C:2]([CH3:1])([C:7]1[O:11][N:10]=[C:9]([CH3:12])[N:8]=1)[CH3:6]. (4) Given the reactants [CH2:1]([CH2:3][NH2:4])[OH:2].C(Cl)Cl.[CH3:8][C:9]([O:12][C:13](O[C:13]([O:12][C:9]([CH3:11])([CH3:10])[CH3:8])=[O:14])=[O:14])([CH3:11])[CH3:10], predict the reaction product. The product is: [OH:2][CH2:1][CH2:3][NH:4][C:13](=[O:14])[O:12][C:9]([CH3:11])([CH3:10])[CH3:8]. (5) Given the reactants [C:1]1([NH:7][C:8](=[O:32])[NH:9][C:10]2[CH:15]=[CH:14][C:13]([NH:16][S:17]([C:20]3[CH:21]=[N:22][N:23]([C:25]4[CH:30]=[CH:29][C:28]([F:31])=[CH:27][CH:26]=4)[CH:24]=3)(=[O:19])=[O:18])=[CH:12][CH:11]=2)[CH:6]=[CH:5][CH:4]=[CH:3][CH:2]=1.[C:33]([O:37][CH2:38][CH2:39][CH2:40]O)([CH3:36])([CH3:35])[CH3:34], predict the reaction product. The product is: [C:33]([O:37][CH2:38][CH2:39][CH2:40][N:16]([C:13]1[CH:12]=[CH:11][C:10]([NH:9][C:8]([NH:7][C:1]2[CH:2]=[CH:3][CH:4]=[CH:5][CH:6]=2)=[O:32])=[CH:15][CH:14]=1)[S:17]([C:20]1[CH:21]=[N:22][N:23]([C:25]2[CH:26]=[CH:27][C:28]([F:31])=[CH:29][CH:30]=2)[CH:24]=1)(=[O:19])=[O:18])([CH3:36])([CH3:35])[CH3:34]. (6) Given the reactants [CH2:1]([O:3][C:4]([C:6]1[S:7][C:8]([O:19][C:20]2[CH:25]=[CH:24][CH:23]=[C:22]([O:26][CH3:27])[CH:21]=2)=[C:9]2[C:17]3[N:16]([CH3:18])[N:15]=[CH:14][C:13]=3[CH2:12][CH2:11][C:10]=12)=[O:5])[CH3:2].[C:28](Cl)(=[O:34])[CH2:29][CH2:30][CH2:31][CH2:32][CH3:33].[Cl-].[Al+3].[Cl-].[Cl-].Cl, predict the reaction product. The product is: [CH2:1]([O:3][C:4]([C:6]1[S:7][C:8]([O:19][C:20]2[CH:25]=[CH:24][C:23]([C:28](=[O:34])[CH2:29][CH2:30][CH2:31][CH2:32][CH3:33])=[C:22]([O:26][CH3:27])[CH:21]=2)=[C:9]2[C:17]3[N:16]([CH3:18])[N:15]=[CH:14][C:13]=3[CH2:12][CH2:11][C:10]=12)=[O:5])[CH3:2].